From a dataset of Retrosynthesis with 50K atom-mapped reactions and 10 reaction types from USPTO. Predict the reactants needed to synthesize the given product. Given the product NS(=O)(=O)c1ccccc1Nc1nc(Cl)ncc1Br, predict the reactants needed to synthesize it. The reactants are: Clc1ncc(Br)c(Cl)n1.Nc1ccccc1S(N)(=O)=O.